This data is from Forward reaction prediction with 1.9M reactions from USPTO patents (1976-2016). The task is: Predict the product of the given reaction. (1) Given the reactants [OH:1][C@H:2]1[C:10]2[C:5](=[CH:6][CH:7]=[CH:8][CH:9]=2)[CH2:4][C@:3]1([CH2:20][C:21]1[CH:31]=[CH:30][C:24]([C:25]([N:27]([CH3:29])[CH3:28])=[O:26])=[CH:23][CH:22]=1)[C:11]1[CH2:12][C:13]2[C:18]([CH:19]=1)=[CH:17][CH:16]=[CH:15][CH:14]=2.C1CCC(N=C=NC2CCCCC2)CC1.C([NH:64][C@H:65]([C:70](O)=[O:71])[CH2:66][CH:67]([CH3:69])[CH3:68])(OCC1C2C(=CC=CC=2)C2C1=CC=CC=2)=O, predict the reaction product. The product is: [NH2:64][C@H:65]([C:70]([O:1][C@H:2]1[C:10]2[C:5](=[CH:6][CH:7]=[CH:8][CH:9]=2)[CH2:4][C@:3]1([CH2:20][C:21]1[CH:31]=[CH:30][C:24]([C:25](=[O:26])[N:27]([CH3:28])[CH3:29])=[CH:23][CH:22]=1)[C:11]1[CH2:12][C:13]2[C:18]([CH:19]=1)=[CH:17][CH:16]=[CH:15][CH:14]=2)=[O:71])[CH2:66][CH:67]([CH3:69])[CH3:68]. (2) Given the reactants [F:1][C:2]([F:24])([F:23])[C:3]1[CH:4]=[CH:5][C:6]([O:9][C:10]2[CH:11]=[C:12]3[C:17](=[CH:18][CH:19]=2)[N:16]=[C:15]([C:20]([OH:22])=O)[CH:14]=[CH:13]3)=NC=1.[CH3:25][C@@H:26]1[CH2:31][NH:30][CH2:29][CH2:28][N:27]1[C:32]([O:34][C:35]([CH3:38])([CH3:37])[CH3:36])=[O:33].[N:39]1(C(OC(C)(C)C)=O)CCNC[CH2:40]1, predict the reaction product. The product is: [CH3:25][C@@H:26]1[CH2:31][N:30]([C:20]([C:15]2[CH:14]=[CH:13][C:12]3[C:17](=[CH:18][CH:19]=[C:10]([O:9][C:6]4[CH:40]=[N:39][C:3]([C:2]([F:1])([F:23])[F:24])=[CH:4][CH:5]=4)[CH:11]=3)[N:16]=2)=[O:22])[CH2:29][CH2:28][N:27]1[C:32]([O:34][C:35]([CH3:37])([CH3:36])[CH3:38])=[O:33].